This data is from M1 muscarinic receptor antagonist screen with 61,756 compounds. The task is: Binary Classification. Given a drug SMILES string, predict its activity (active/inactive) in a high-throughput screening assay against a specified biological target. (1) The molecule is O(c1ccc(CNC23CN4CN(C3)CN(C2)C4)cc1)CC. The result is 0 (inactive). (2) The result is 0 (inactive). The compound is S(c1nc2[nH]c3c(c2nn1)cc(F)cc3)CC(OCc1ccccc1)=O. (3) The molecule is OCCNc1nc(Nc2ccccc2)nc(Nc2ccccc2)n1. The result is 0 (inactive). (4) The compound is S1C(CC(=O)Nc2ccccc2)C(=O)N(C1=O)c1ccccc1. The result is 0 (inactive). (5) The result is 0 (inactive). The compound is O=C(C1CCN(CC1)C(OCC)=O)/C(=N\O)C(OCC)=O. (6) The molecule is s1c(C(N2CCN(CC2)Cc2ccccc2)c2sccc2)c(O)n2nc(nc12)C. The result is 0 (inactive). (7) The drug is O=C1NC(=O)N=C(NCCc2ccc(O)cc2)C1(CC)CC. The result is 0 (inactive). (8) The drug is S(CC(=O)NCc1cc2OCOc2cc1)c1[nH]c(c2ccccc2)cc(=O)n1. The result is 0 (inactive).